This data is from Reaction yield outcomes from USPTO patents with 853,638 reactions. The task is: Predict the reaction yield, written as a fraction of the theoretical maximum amount of product (1.0 means a 100% yield; for example, 0.34 means a 34% yield). (1) The reactants are [Cl:1][C:2]1[CH:18]=[CH:17][C:5]2[CH2:6][CH2:7][N:8]([C:11](=[O:16])[C:12]([F:15])([F:14])[F:13])[CH2:9][CH2:10][C:4]=2[C:3]=1OS(C(F)(F)F)(=O)=O.[CH:27]1([CH2:30][N:31]2[CH:35]=[CH:34][C:33]([C:36]3[CH:43]=[CH:42][C:39]([CH2:40][NH2:41])=[CH:38][CH:37]=3)=[N:32]2)[CH2:29][CH2:28]1.C1C=CC(P(C2C(C3C(P(C4C=CC=CC=4)C4C=CC=CC=4)=CC=C4C=3C=CC=C4)=C3C(C=CC=C3)=CC=2)C2C=CC=CC=2)=CC=1.C(=O)([O-])[O-].[Cs+].[Cs+]. The catalyst is C1(C)C=CC=CC=1.C1C=CC(/C=C/C(/C=C/C2C=CC=CC=2)=O)=CC=1.C1C=CC(/C=C/C(/C=C/C2C=CC=CC=2)=O)=CC=1.C1C=CC(/C=C/C(/C=C/C2C=CC=CC=2)=O)=CC=1.[Pd].[Pd]. The product is [Cl:1][C:2]1[CH:18]=[CH:17][C:5]2[CH2:6][CH2:7][N:8]([C:11](=[O:16])[C:12]([F:15])([F:14])[F:13])[CH2:9][CH2:10][C:4]=2[C:3]=1[NH:41][CH2:40][C:39]1[CH:42]=[CH:43][C:36]([C:33]2[CH:34]=[CH:35][N:31]([CH2:30][CH:27]3[CH2:29][CH2:28]3)[N:32]=2)=[CH:37][CH:38]=1. The yield is 0.590. (2) The reactants are [NH2:1][C:2]1[CH:7]=[C:6]([CH:8]2[O:12][CH2:11][CH2:10][O:9]2)[CH:5]=[CH:4][C:3]=1[OH:13].C(N(C(C)C)CC)(C)C.Cl[C:24](Cl)([O:26]C(=O)OC(Cl)(Cl)Cl)Cl. The catalyst is C(Cl)Cl. The product is [O:12]1[CH2:11][CH2:10][O:9][CH:8]1[C:6]1[CH:5]=[CH:4][C:3]2[O:13][C:24](=[O:26])[NH:1][C:2]=2[CH:7]=1. The yield is 0.660. (3) The reactants are [CH2:1]([CH:3]([CH2:18][CH3:19])[CH2:4][NH:5][C:6]1[C:11]([C:12]([O:14]C)=[O:13])=[CH:10][N:9]=[C:8]([S:16][CH3:17])[N:7]=1)[CH3:2].C(O)C.[OH-].[Na+]. The catalyst is O. The product is [CH2:18]([CH:3]([CH2:1][CH3:2])[CH2:4][NH:5][C:6]1[C:11]([C:12]([OH:14])=[O:13])=[CH:10][N:9]=[C:8]([S:16][CH3:17])[N:7]=1)[CH3:19]. The yield is 0.910. (4) The reactants are [C:1]([C:5]1[CH:10]=[CH:9][C:8]([N:11]2[CH:15]([C:16]3[CH:31]=[CH:30][C:19]([NH:20][CH2:21][C:22]4[CH:27]=[CH:26][C:25]([O:28][CH3:29])=[CH:24][CH:23]=4)=[C:18]([N+:32]([O-])=O)[CH:17]=3)[CH2:14][CH2:13][CH:12]2[C:35]2[CH:50]=[CH:49][C:38]([NH:39][CH2:40][C:41]3[CH:46]=[CH:45][C:44]([O:47][CH3:48])=[CH:43][CH:42]=3)=[C:37]([N+:51]([O-])=O)[CH:36]=2)=[CH:7][CH:6]=1)([CH3:4])([CH3:3])[CH3:2]. The catalyst is C1COCC1.C(O)C.C(OCC)(=O)C.[Pt]=O. The product is [C:1]([C:5]1[CH:10]=[CH:9][C:8]([N:11]2[CH:12]([C:35]3[CH:36]=[C:37]([NH2:51])[C:38]([NH:39][CH2:40][C:41]4[CH:46]=[CH:45][C:44]([O:47][CH3:48])=[CH:43][CH:42]=4)=[CH:49][CH:50]=3)[CH2:13][CH2:14][CH:15]2[C:16]2[CH:17]=[C:18]([NH2:32])[C:19]([NH:20][CH2:21][C:22]3[CH:23]=[CH:24][C:25]([O:28][CH3:29])=[CH:26][CH:27]=3)=[CH:30][CH:31]=2)=[CH:7][CH:6]=1)([CH3:4])([CH3:2])[CH3:3]. The yield is 0.280. (5) The reactants are [Cl:1][C:2]1[N:7]=[CH:6][N+:5]([O-])=[C:4]2[CH2:9][CH2:10][C@@H:11]([CH3:12])[C:3]=12.[C:13]([O:16]C(=O)C)(=[O:15])[CH3:14]. No catalyst specified. The product is [C:13]([O:16][CH:9]1[C:4]2[N:5]=[CH:6][N:7]=[C:2]([Cl:1])[C:3]=2[C@H:11]([CH3:12])[CH2:10]1)(=[O:15])[CH3:14]. The yield is 0.700. (6) The reactants are O[C:2]1[C:11]2[C:6](=[N:7][CH:8]=[CH:9][CH:10]=2)[N:5]([C:12]2[CH:17]=[CH:16][CH:15]=[CH:14][CH:13]=2)[C:4](=[O:18])[C:3]=1[C:19](=O)[CH2:20][CH2:21][C:22]1[CH:27]=[CH:26][C:25]([N+:28]([O-:30])=[O:29])=[CH:24][CH:23]=1.O.[NH2:33][NH2:34]. The catalyst is CN(C=O)C. The product is [N+:28]([C:25]1[CH:26]=[CH:27][C:22]([CH2:21][CH2:20][C:19]2[C:3]3[C:4](=[O:18])[N:5]([C:12]4[CH:17]=[CH:16][CH:15]=[CH:14][CH:13]=4)[C:6]4[N:7]=[CH:8][CH:9]=[CH:10][C:11]=4[C:2]=3[NH:34][N:33]=2)=[CH:23][CH:24]=1)([O-:30])=[O:29]. The yield is 0.970. (7) The reactants are [Br:1][C:2]1[CH:10]=[C:9]2[C:5]([CH2:6][C:7]3([CH2:17][CH2:16][C:15]4[CH:18]=[CH:19][CH:20]=[CH:21][C:14]=4[CH2:13][CH2:12]3)[C:8]2=O)=[CH:4][CH:3]=1.[C:22](=[N:28][Si](C)(C)C)=[N:23][Si](C)(C)C. The catalyst is C(Cl)Cl.Cl[Ti](Cl)(Cl)Cl. The product is [Br:1][C:2]1[CH:10]=[C:9]2[C:5](=[CH:4][CH:3]=1)[CH2:6][C:7]1([CH2:17][CH2:16][C:15]3[CH:18]=[CH:19][CH:20]=[CH:21][C:14]=3[CH2:13][CH2:12]1)/[C:8]/2=[N:28]/[C:22]#[N:23]. The yield is 0.0400.